This data is from Peptide-MHC class II binding affinity with 134,281 pairs from IEDB. The task is: Regression. Given a peptide amino acid sequence and an MHC pseudo amino acid sequence, predict their binding affinity value. This is MHC class II binding data. (1) The peptide sequence is RKLRTLILAPTRVVA. The MHC is DRB1_0802 with pseudo-sequence DRB1_0802. The binding affinity (normalized) is 0.709. (2) The peptide sequence is SPSLWEIERAKQLASV. The MHC is DRB1_0101 with pseudo-sequence DRB1_0101. The binding affinity (normalized) is 0.607. (3) The peptide sequence is KVPPGPNITATYGDK. The MHC is DRB1_0802 with pseudo-sequence DRB1_0802. The binding affinity (normalized) is 0. (4) The peptide sequence is VVVHITDDNEEPIAP. The MHC is HLA-DQA10501-DQB10301 with pseudo-sequence HLA-DQA10501-DQB10301. The binding affinity (normalized) is 0.0995. (5) The peptide sequence is LRYYRITYGETGGNS. The MHC is DRB1_0401 with pseudo-sequence DRB1_0401. The binding affinity (normalized) is 0.576. (6) The peptide sequence is EKKYFGATQFEPLAA. The MHC is HLA-DPA10201-DPB10101 with pseudo-sequence HLA-DPA10201-DPB10101. The binding affinity (normalized) is 1.00.